Dataset: Reaction yield outcomes from USPTO patents with 853,638 reactions. Task: Predict the reaction yield, written as a fraction of the theoretical maximum amount of product (1.0 means a 100% yield; for example, 0.34 means a 34% yield). (1) The reactants are [I-].[CH3:2][P+](C1C=CC=CC=1)(C1C=CC=CC=1)C1C=CC=CC=1.CC(C)([O-])C.[K+].[CH:28]1[C:41]2[C:42]3=[C:43]4[C:38](=[CH:39][CH:40]=2)[CH:37]=[CH:36][CH:35]=[C:34]4[CH:33]=[CH:32][C:31]3=[C:30]([S:44][C:45]2[CH:52]=[CH:51][CH:50]=[CH:49][C:46]=2[CH:47]=O)[CH:29]=1.C(=O)(O)[O-].[Na+]. The catalyst is C1COCC1. The product is [CH:28]1[C:41]2[C:42]3=[C:43]4[C:38](=[CH:39][CH:40]=2)[CH:37]=[CH:36][CH:35]=[C:34]4[CH:33]=[CH:32][C:31]3=[C:30]([S:44][C:45]2[CH:52]=[CH:51][CH:50]=[CH:49][C:46]=2[CH:47]=[CH2:2])[CH:29]=1. The yield is 0.700. (2) The reactants are [N+:1]([C:4]1[CH:5]=[C:6]([CH:10]=[CH:11][C:12]=1[N+:13]([O-:15])=[O:14])[C:7]([OH:9])=O)([O-:3])=[O:2].[CH3:16][N:17]1[CH2:22][CH2:21][NH:20][CH2:19][CH2:18]1. No catalyst specified. The product is [N+:1]([C:4]1[CH:5]=[C:6]([C:7]([N:20]2[CH2:21][CH2:22][N:17]([CH3:16])[CH2:18][CH2:19]2)=[O:9])[CH:10]=[CH:11][C:12]=1[N+:13]([O-:15])=[O:14])([O-:3])=[O:2]. The yield is 0.360. (3) The yield is 0.440. The product is [NH:22]1[C:23]2[CH:36]=[CH:35][CH:34]=[CH:33][C:24]=2[N:25]=[C:21]1[CH2:20][N:19]1[C:18]2[CH:37]=[CH:38][CH:39]=[CH:40][C:17]=2[N:16]=[C:15]1[CH2:14][N:1]1[C@@H:13]2[C@H:4]([CH2:5][CH2:6][C:7]3[CH:8]=[CH:9][CH:10]=[N:11][C:12]=32)[CH2:3][CH2:2]1. The catalyst is ClCCl. The reactants are [N:1]1([CH2:14][C:15]2[N:19]([CH2:20][C:21]3[N:25](C(OC(C)(C)C)=O)[C:24]4[CH:33]=[CH:34][CH:35]=[CH:36][C:23]=4[N:22]=3)[C:18]3[CH:37]=[CH:38][CH:39]=[CH:40][C:17]=3[N:16]=2)[C@@H:13]2[C@H:4]([CH2:5][CH2:6][C:7]3[CH:8]=[CH:9][CH:10]=[N:11][C:12]=32)[CH2:3][CH2:2]1.FC(F)(F)C(O)=O. (4) The reactants are [F:1][C:2]([F:20])([F:19])[C:3]1[CH:4]=[C:5]([C:13]([CH3:18])([CH3:17])[C:14](Cl)=[O:15])[CH:6]=[C:7]([C:9]([F:12])([F:11])[F:10])[CH:8]=1.[CH3:21][NH:22][C:23]1[CH:24]=[N:25][C:26]([N:37]2[CH2:42][CH2:41][S:40][CH2:39][CH2:38]2)=[CH:27][C:28]=1[C:29]1[CH:34]=[CH:33][C:32]([F:35])=[CH:31][C:30]=1[CH3:36].C(N(CC)CC)C.[OH-].[Na+]. The catalyst is ClCCl. The product is [F:1][C:2]([F:20])([F:19])[C:3]1[CH:4]=[C:5]([C:13]([CH3:18])([CH3:17])[C:14]([N:22]([CH3:21])[C:23]2[CH:24]=[N:25][C:26]([N:37]3[CH2:38][CH2:39][S:40][CH2:41][CH2:42]3)=[CH:27][C:28]=2[C:29]2[CH:34]=[CH:33][C:32]([F:35])=[CH:31][C:30]=2[CH3:36])=[O:15])[CH:6]=[C:7]([C:9]([F:12])([F:11])[F:10])[CH:8]=1. The yield is 0.760.